This data is from Reaction yield outcomes from USPTO patents with 853,638 reactions. The task is: Predict the reaction yield, written as a fraction of the theoretical maximum amount of product (1.0 means a 100% yield; for example, 0.34 means a 34% yield). (1) The yield is 0.566. The reactants are [NH2:1][C:2]1[CH:3]=[CH:4][N:5]([CH3:27])[C:6]2[C:7]=1[CH:8]=[N:9][C:10]1[N:19]([C:20]3[CH:25]=[CH:24][C:23]([Cl:26])=[CH:22][CH:21]=3)[CH2:18][CH:17]=[C:12]3[NH:13][C:14](=[O:16])[C:15]=2[C:11]=13.[CH2:28]([S:30](Cl)(=[O:32])=[O:31])[CH3:29].C(N(CC)CC)C. The product is [Cl:26][C:23]1[CH:24]=[CH:25][C:20]([N:19]2[C:10]3=[C:11]4[C:15](=[C:6]5[N:5]([CH3:27])[CH:4]=[CH:3][C:2]([NH:1][S:30]([CH2:28][CH3:29])(=[O:32])=[O:31])=[C:7]5[CH:8]=[N:9]3)[C:14](=[O:16])[NH:13][C:12]4=[CH:17][CH2:18]2)=[CH:21][CH:22]=1. The catalyst is ClCCl. (2) The reactants are [NH2:1][C:2]1[CH:3]=[C:4]([S:8][C:9]2[CH:10]=[CH:11][C:12]3[N:13]([CH:15]=[C:16]([NH:18][C:19]([CH:21]4[CH2:23][CH2:22]4)=[O:20])[N:17]=3)[N:14]=2)[CH:5]=[CH:6][CH:7]=1.[CH3:24][N:25]1[C:29]([C:30](Cl)=[O:31])=[CH:28][C:27]([CH3:33])=[N:26]1. The catalyst is CN1CCCC1=O.O. The product is [CH:21]1([C:19]([NH:18][C:16]2[N:17]=[C:12]3[CH:11]=[CH:10][C:9]([S:8][C:4]4[CH:3]=[C:2]([NH:1][C:30]([C:29]5[N:25]([CH3:24])[N:26]=[C:27]([CH3:33])[CH:28]=5)=[O:31])[CH:7]=[CH:6][CH:5]=4)=[N:14][N:13]3[CH:15]=2)=[O:20])[CH2:22][CH2:23]1. The yield is 0.910. (3) The reactants are [CH3:1][O:2][C:3]([C:5]1[C:6]([CH3:24])=[C:7]([C:15]([C:17]2[CH:18]=[N:19][N:20]([CH3:23])[C:21]=2[OH:22])=[O:16])[CH:8]=[CH:9][C:10]=1[S:11]([CH3:14])(=[O:13])=[O:12])=[O:4].C(N(CC)CC)C.[CH3:32][CH2:33][S:34][C:35](Cl)=[O:36]. The catalyst is O1CCCC1. The product is [CH3:1][O:2][C:3]([C:5]1[C:6]([CH3:24])=[C:7]([C:15]([C:17]2[CH:18]=[N:19][N:20]([CH3:23])[C:21]=2[O:22][C:35]([S:34][CH2:33][CH3:32])=[O:36])=[O:16])[CH:8]=[CH:9][C:10]=1[S:11]([CH3:14])(=[O:13])=[O:12])=[O:4]. The yield is 0.560. (4) The reactants are [Mg].II.C(Br)C.[C:7]([C:11]#[CH:12])([CH3:10])([CH3:9])[CH3:8].CC.[CH:15]([CH:17]=[CH2:18])=[O:16]. The catalyst is C1(C)C=CC=CC=1.O1CCCC1. The product is [CH3:8][C:7]([CH3:10])([CH3:9])[C:11]#[C:12][CH:15]([OH:16])[CH:17]=[CH2:18]. The yield is 0.480. (5) The reactants are Cl[O-:2].[Na+].S(=O)(=O)(O)N.[O:9]1[C:13]2[CH:14]=[CH:15][CH:16]=[CH:17][C:12]=2[CH:11]=[C:10]1[CH:18]1[CH2:23][CH2:22][CH:21]([CH:24]=[O:25])[CH2:20][CH2:19]1. The catalyst is O.O1CCCC1. The product is [O:9]1[C:13]2[CH:14]=[CH:15][CH:16]=[CH:17][C:12]=2[CH:11]=[C:10]1[CH:18]1[CH2:19][CH2:20][CH:21]([C:24]([OH:2])=[O:25])[CH2:22][CH2:23]1. The yield is 1.00. (6) The reactants are CC(OC)(C)C.[H-].[Al+3].[Li+].[H-].[H-].[H-].C[O:14][C:15]([C@@H:17]([N:25]1[CH2:33][C:29]2[CH:30]=[CH:31][S:32][C:28]=2[CH2:27][CH2:26]1)[C:18]1[CH:19]=[CH:20][CH:21]=[CH:22][C:23]=1[Cl:24])=O.Cl. The catalyst is C(OCC)C.C(OCC)(=O)C. The product is [Cl:24][C:23]1[CH:22]=[CH:21][CH:20]=[CH:19][C:18]=1[CH:17]([N:25]1[CH2:26][CH2:27][C:28]2[S:32][CH:31]=[CH:30][C:29]=2[CH2:33]1)[CH2:15][OH:14]. The yield is 0.754. (7) The reactants are [N+](C1C=CC=CC=1S([O:13][CH:14]1[CH2:19][CH2:18][N:17]([C:20]([O:22][C:23]([CH3:26])([CH3:25])[CH3:24])=[O:21])[CH2:16][CH2:15]1)(=O)=O)([O-])=O.O[C:28]1[CH:37]=[C:36]2[C:31]([CH2:32][CH2:33][C:34](=[O:38])[NH:35]2)=[CH:30][CH:29]=1.C(=O)([O-])[O-].[Cs+].[Cs+]. The catalyst is CN(C)C=O. The product is [O:38]=[C:34]1[CH2:33][CH2:32][C:31]2[C:36](=[CH:37][C:28]([O:13][CH:14]3[CH2:15][CH2:16][N:17]([C:20]([O:22][C:23]([CH3:24])([CH3:25])[CH3:26])=[O:21])[CH2:18][CH2:19]3)=[CH:29][CH:30]=2)[NH:35]1. The yield is 0.870. (8) The reactants are FC(F)(F)C(O)=O.C(OC(=O)[NH:14][C@H:15]([C:38]1[CH:43]=[CH:42][CH:41]=[CH:40][CH:39]=1)[C:16]([N:18]1[CH2:22][CH2:21][CH2:20][C@H:19]1[C:23](=[O:37])[NH:24][CH2:25][C:26]1[CH:27]=[C:28]2[C:33](=[CH:34][CH:35]=1)[C:32]([NH2:36])=[N:31][CH:30]=[CH:29]2)=[O:17])(C)(C)C. The catalyst is ClCCl. The product is [NH2:36][C:32]1[C:33]2[C:28](=[CH:27][C:26]([CH2:25][NH:24][C:23]([C@@H:19]3[CH2:20][CH2:21][CH2:22][N:18]3[C:16](=[O:17])[C@H:15]([NH2:14])[C:38]3[CH:43]=[CH:42][CH:41]=[CH:40][CH:39]=3)=[O:37])=[CH:35][CH:34]=2)[CH:29]=[CH:30][N:31]=1. The yield is 0.620. (9) The reactants are C([O:3][C:4]([C:6]1[CH:7]=[C:8]2[C:13](=[CH:14][CH:15]=1)[NH:12][CH:11]([C:16]1[CH:21]=[CH:20][CH:19]=[C:18]([NH:22][C:23]([CH3:29])([C:25](=[O:28])[NH:26][CH3:27])[CH3:24])[CH:17]=1)[C:10]([CH3:31])([CH3:30])[CH2:9]2)=[O:5])C.Cl. The catalyst is CO.O1CCCC1.[OH-].[Na+].O. The product is [CH3:30][C:10]1([CH3:31])[CH2:9][C:8]2[C:13](=[CH:14][CH:15]=[C:6]([C:4]([OH:5])=[O:3])[CH:7]=2)[NH:12][CH:11]1[C:16]1[CH:21]=[CH:20][CH:19]=[C:18]([NH:22][C:23]([CH3:29])([C:25](=[O:28])[NH:26][CH3:27])[CH3:24])[CH:17]=1. The yield is 0.340. (10) The reactants are [S:1]1[CH:5]=[CH:4][CH:3]=[C:2]1[N:6]1[C:10]2[CH:11]=[C:12]([N+:23]([O-])=O)[C:13]([N+:20]([O-])=O)=[C:14]([C:15]3[S:16][CH:17]=[CH:18][CH:19]=3)[C:9]=2[NH:8][S:7]1. The catalyst is [Fe].C(O)(=O)C. The product is [S:1]1[CH:5]=[CH:4][CH:3]=[C:2]1[N:6]1[C:10]2[CH:11]=[C:12]([NH2:23])[C:13]([NH2:20])=[C:14]([C:15]3[S:16][CH:17]=[CH:18][CH:19]=3)[C:9]=2[NH:8][S:7]1. The yield is 0.960.